Dataset: Catalyst prediction with 721,799 reactions and 888 catalyst types from USPTO. Task: Predict which catalyst facilitates the given reaction. (1) Reactant: [CH3:1][N:2]([CH3:31])[C:3]1([C:24]2[CH:29]=[CH:28][C:27]([F:30])=[CH:26][CH:25]=2)[CH2:8][CH2:7][C:6](=[CH:9][C:10]([NH:12][CH2:13][CH2:14][C:15]2[C:23]3[C:18](=[CH:19][CH:20]=[CH:21][CH:22]=3)[NH:17][CH:16]=2)=[O:11])[CH2:5][CH2:4]1.[Cl:32][Si](C)(C)C. Product: [ClH:32].[CH3:31][N:2]([CH3:1])[C:3]1([C:24]2[CH:29]=[CH:28][C:27]([F:30])=[CH:26][CH:25]=2)[CH2:8][CH2:7][C:6](=[CH:9][C:10]([NH:12][CH2:13][CH2:14][C:15]2[C:23]3[C:18](=[CH:19][CH:20]=[CH:21][CH:22]=3)[NH:17][CH:16]=2)=[O:11])[CH2:5][CH2:4]1. The catalyst class is: 573. (2) Reactant: [CH3:1][O:2][C:3]([C:5]1([NH:12][C:13](=[O:32])[C:14]2[CH:19]=[CH:18][C:17]([O:20][CH3:21])=[C:16]([O:22][CH2:23][CH2:24][C:25]3[CH:26]=[C:27]([CH3:31])[CH:28]=[CH:29][CH:30]=3)[CH:15]=2)[CH2:10][CH2:9][C:8](=[CH2:11])[CH2:7][CH2:6]1)=[O:4].[OH:33]O.[OH-].[Na+]. Product: [CH3:1][O:2][C:3]([C:5]1([NH:12][C:13](=[O:32])[C:14]2[CH:19]=[CH:18][C:17]([O:20][CH3:21])=[C:16]([O:22][CH2:23][CH2:24][C:25]3[CH:26]=[C:27]([CH3:31])[CH:28]=[CH:29][CH:30]=3)[CH:15]=2)[CH2:10][CH2:9][CH:8]([CH2:11][OH:33])[CH2:7][CH2:6]1)=[O:4]. The catalyst class is: 1. (3) Reactant: Br[CH:2]1[CH2:11][CH2:10][C:9]2[CH:8]=[N:7][C:6]([Cl:12])=[CH:5][C:4]=2[C:3]1=O.[CH2:14]1[C:16]2([CH2:21][C:20](=O)[CH2:19][C:18](=[O:23])[NH:17]2)[CH2:15]1.C([O-])(=O)C.[Na+].C([O-])(=O)C.[NH4+:33]. Product: [Cl:12][C:6]1[N:7]=[CH:8][C:9]2[CH2:10][CH2:11][C:2]3[C:19]4[C:18](=[O:23])[NH:17][C:16]5([CH2:14][CH2:15]5)[CH2:21][C:20]=4[NH:33][C:3]=3[C:4]=2[CH:5]=1. The catalyst class is: 5. (4) Reactant: [Br:1][C:2]1[CH:3]=[C:4]2[C:8](=[CH:9][CH:10]=1)[C:7](=[O:11])[CH2:6][CH2:5]2.[N-:12]=[N+]=[N-].[Na+].[OH-].[Na+]. Product: [Br:1][C:2]1[CH:3]=[C:4]2[C:8](=[CH:9][CH:10]=1)[C:7](=[O:11])[NH:12][CH2:6][CH2:5]2. The catalyst class is: 65.